This data is from Catalyst prediction with 721,799 reactions and 888 catalyst types from USPTO. The task is: Predict which catalyst facilitates the given reaction. (1) Reactant: [CH:1]1([C:4]2[N:9]=[C:8]([CH2:10][N:11]3C(=O)C4C(=CC=CC=4)C3=O)[CH:7]=[C:6]([O:22][CH2:23][CH:24]3[CH2:26][CH:25]3[C:27]([F:30])([F:29])[F:28])[N:5]=2)[CH2:3][CH2:2]1.NN. Product: [CH:1]1([C:4]2[N:9]=[C:8]([CH2:10][NH2:11])[CH:7]=[C:6]([O:22][CH2:23][CH:24]3[CH2:26][CH:25]3[C:27]([F:29])([F:30])[F:28])[N:5]=2)[CH2:3][CH2:2]1. The catalyst class is: 5. (2) Reactant: [K].[O-]CCCC.[C:7]([CH2:9]P(=O)(OCC)OCC)#[N:8].[F:18][CH2:19][C:20]1([C:25]#[N:26])[CH2:23][C:22](=O)[CH2:21]1. Product: [C:7]([CH:9]=[C:22]1[CH2:23][C:20]([CH2:19][F:18])([C:25]#[N:26])[CH2:21]1)#[N:8]. The catalyst class is: 7. (3) Reactant: C[O-].[Na+].Cl.[F:5][CH2:6][C:7]([NH2:9])=[NH:8].[C:10](OCC)(=[O:17])[CH2:11][C:12](OCC)=[O:13]. Product: [F:5][CH2:6][C:7]1[N:9]=[C:12]([OH:13])[CH:11]=[C:10]([OH:17])[N:8]=1. The catalyst class is: 5. (4) Reactant: [CH2:1]([N:8]1[CH2:13][CH2:12][N:11](C(OC(C)(C)C)=O)[C@H:10]([CH2:21][N:22]([C:34]([CH:36]2[CH2:41][CH2:40][CH2:39][CH2:38][CH2:37]2)=[O:35])CC2C=CC(OC)=CC=2OC)[CH2:9]1)[C:2]1[CH:7]=[CH:6][CH:5]=[CH:4][CH:3]=1.C(O)(C(F)(F)F)=O.C(=O)([O-])O.[Na+].C(=O)([O-])[O-].[K+].[K+]. Product: [CH2:1]([N:8]1[CH2:13][CH2:12][NH:11][C@H:10]([CH2:21][NH:22][C:34]([CH:36]2[CH2:41][CH2:40][CH2:39][CH2:38][CH2:37]2)=[O:35])[CH2:9]1)[C:2]1[CH:3]=[CH:4][CH:5]=[CH:6][CH:7]=1. The catalyst class is: 4. (5) Reactant: C([O:3][C:4](=[O:31])[CH2:5][O:6][C:7]1[CH:12]=[CH:11][C:10]([C@@H:13]2[CH2:17][CH2:16][C@H:15]([NH:18][C@@H:19]([C:21]3[C:30]4[C:25](=[CH:26][CH:27]=[CH:28][CH:29]=4)[CH:24]=[CH:23][CH:22]=3)[CH3:20])[CH2:14]2)=[CH:9][CH:8]=1)C.CO.[Li+].[OH-]. Product: [C:21]1([C@H:19]([NH:18][C@H:15]2[CH2:16][CH2:17][C@@H:13]([C:10]3[CH:9]=[CH:8][C:7]([O:6][CH2:5][C:4]([OH:31])=[O:3])=[CH:12][CH:11]=3)[CH2:14]2)[CH3:20])[C:30]2[C:25](=[CH:26][CH:27]=[CH:28][CH:29]=2)[CH:24]=[CH:23][CH:22]=1. The catalyst class is: 6.